This data is from Catalyst prediction with 721,799 reactions and 888 catalyst types from USPTO. The task is: Predict which catalyst facilitates the given reaction. (1) Reactant: [O:1]=[C:2]1[N:6]2[CH:7]=[CH:8][CH:9]=[CH:10][C:5]2=[N:4][N:3]1[CH2:11][CH2:12]OS(C1C=CC(C)=CC=1)(=O)=O.[NH:24]1[CH2:29][CH:28]=[C:27]([C:30]2[C:38]3[C:33](=[CH:34][CH:35]=[CH:36][CH:37]=3)[NH:32][CH:31]=2)[CH2:26][CH2:25]1.C(N(CC)CC)C.O. Product: [NH:32]1[C:33]2[C:38](=[CH:37][CH:36]=[CH:35][CH:34]=2)[C:30]([C:27]2[CH2:28][CH2:29][N:24]([CH2:12][CH2:11][N:3]3[C:2](=[O:1])[N:6]4[CH:7]=[CH:8][CH:9]=[CH:10][C:5]4=[N:4]3)[CH2:25][CH:26]=2)=[CH:31]1. The catalyst class is: 16. (2) Reactant: [NH2:1][C:2]1[N:7]=[CH:6][N:5]=[C:4]2[NH:8][N:9]=[C:10]([C:11]3[CH:16]=[CH:15][C:14]([O:17][C:18]4[CH:23]=[CH:22][CH:21]=[CH:20][CH:19]=4)=[CH:13][CH:12]=3)[C:3]=12.[NH:24]1[CH2:28][CH2:27][C@H:26](O)[CH2:25]1.C1C=CC(P(C2C=CC=CC=2)C2C=CC=CC=2)=CC=1.CC(OC(/N=N/C(OC(C)C)=O)=O)C.Cl. Product: [O:17]([C:14]1[CH:13]=[CH:12][C:11]([C:10]2[C:3]3[C:4](=[N:5][CH:6]=[N:7][C:2]=3[NH2:1])[N:8]([C@@H:26]3[CH2:27][CH2:28][NH:24][CH2:25]3)[N:9]=2)=[CH:16][CH:15]=1)[C:18]1[CH:23]=[CH:22][CH:21]=[CH:20][CH:19]=1. The catalyst class is: 1. (3) Reactant: [CH2:1]([C:5]1[CH:6]=[C:7]2[C:11](=[CH:12][CH:13]=1)[NH:10][N:9]=[C:8]2[NH:14][C:15]([NH2:17])=[S:16])[CH:2]([CH3:4])[CH3:3].[CH2:18](OC(OCC)CBr)[CH3:19]. Product: [CH2:1]([C:5]1[CH:6]=[C:7]2[C:11](=[CH:12][CH:13]=1)[NH:10][N:9]=[C:8]2[NH:14][C:15]1[S:16][CH:18]=[CH:19][N:17]=1)[CH:2]([CH3:4])[CH3:3]. The catalyst class is: 361. (4) Reactant: [OH-].[Na+].[Cl:3][C:4]1[CH:9]=[C:8]([N+:10]([O-:12])=[O:11])[C:7]([O:13][CH3:14])=[CH:6][C:5]=1F.[C:16]([O:23][CH3:24])(=[O:22])[CH2:17][C:18]([O:20][CH3:21])=[O:19].Cl. Product: [Cl:3][C:4]1[CH:9]=[C:8]([N+:10]([O-:12])=[O:11])[C:7]([O:13][CH3:14])=[CH:6][C:5]=1[CH:17]([C:16]([O:23][CH3:24])=[O:22])[C:18]([O:20][CH3:21])=[O:19]. The catalyst class is: 264. (5) Reactant: [NH2:1][C:2]1[C:11]2[N:12]=[C:13]([CH2:21][O:22][CH2:23][CH3:24])[N:14]([CH2:15][CH2:16][CH2:17][C:18](=O)[CH3:19])[C:10]=2[C:9]2[CH:8]=[CH:7][CH:6]=[CH:5][C:4]=2[N:3]=1.[ClH:25].[CH3:26][O:27][NH2:28].C(O)C.Cl. Product: [ClH:25].[CH3:26][O:27][N:28]=[C:18]([CH2:17][CH2:16][CH2:15][N:14]1[C:10]2[C:9]3[CH:8]=[CH:7][CH:6]=[CH:5][C:4]=3[N:3]=[C:2]([NH2:1])[C:11]=2[N:12]=[C:13]1[CH2:21][O:22][CH2:23][CH3:24])[CH3:19]. The catalyst class is: 27. (6) Reactant: C([O-])(=O)CO.[NH2:6][C:7]1[NH:11][N:10]=[C:9]([CH2:12][OH:13])[N:8]=1.[CH3:14][C:15](=O)[CH2:16][C:17](=O)[CH3:18].C(O)(=O)C. Product: [CH3:14][C:15]1[CH:16]=[C:17]([CH3:18])[N:11]2[N:10]=[C:9]([CH2:12][OH:13])[N:8]=[C:7]2[N:6]=1. The catalyst class is: 497. (7) Reactant: [OH:1][N:2]1[C:6](=[O:7])[C:5]2=[CH:8][CH:9]=[CH:10][CH:11]=[C:4]2[C:3]1=[O:12].C1CCN2C(=NCCC2)CC1.CC1C=CC(S([O-])(=O)=O)=CC=1.[CH2:35]([OH:41])[CH2:36][O:37][CH2:38][CH2:39]O. Product: [OH:41][CH2:35][CH2:36][O:37][CH2:38][CH2:39][O:1][N:2]1[C:3](=[O:12])[C:4]2=[CH:11][CH:10]=[CH:9][CH:8]=[C:5]2[C:6]1=[O:7]. The catalyst class is: 3. (8) Reactant: [NH2:1][C:2]1[C:11]([F:12])=[C:10](F)[C:9]([O:14][CH3:15])=[C:8]2[C:3]=1[C:4](=[O:22])[C:5]([C:19]([OH:21])=[O:20])=[CH:6][N:7]2[CH:16]1[CH2:18][CH2:17]1.[CH3:23][N:24]([C:28]1[CH:33]=[CH:32][CH:31]=[CH:30][N:29]=1)[CH2:25][CH2:26][NH2:27].C(N(CC)CC)C. Product: [NH2:1][C:2]1[C:11]([F:12])=[C:10]([NH:27][CH2:26][CH2:25][N:24]([CH3:23])[C:28]2[CH:33]=[CH:32][CH:31]=[CH:30][N:29]=2)[C:9]([O:14][CH3:15])=[C:8]2[C:3]=1[C:4](=[O:22])[C:5]([C:19]([OH:21])=[O:20])=[CH:6][N:7]2[CH:16]1[CH2:18][CH2:17]1. The catalyst class is: 16. (9) Reactant: [Br:1]Br.[Br:3][C:4]1[N:9]=[CH:8][C:7]([C:10](=[O:12])[CH3:11])=[CH:6][CH:5]=1.Br. Product: [Br:1][CH2:11][C:10]([C:7]1[CH:8]=[N:9][C:4]([Br:3])=[CH:5][CH:6]=1)=[O:12]. The catalyst class is: 2. (10) Reactant: C1(C)C=CC(S(O[CH2:11][CH2:12][CH:13]([C:16]([F:19])([F:18])[F:17])[CH2:14][CH3:15])(=O)=O)=CC=1.[F:21][C:22]([F:34])([F:33])[CH2:23][CH2:24][S:25]([CH2:28][C:29]([O:31][CH3:32])=[O:30])(=[O:27])=[O:26].C(=O)([O-])[O-].[K+].[K+].Cl. Product: [F:17][C:16]([F:19])([F:18])[CH:13]([CH2:14][CH3:15])[CH2:12][CH2:11][CH:28]([S:25]([CH2:24][CH2:23][C:22]([F:21])([F:33])[F:34])(=[O:26])=[O:27])[C:29]([O:31][CH3:32])=[O:30]. The catalyst class is: 16.